From a dataset of Catalyst prediction with 721,799 reactions and 888 catalyst types from USPTO. Predict which catalyst facilitates the given reaction. (1) Reactant: [CH2:1]([O:4][C:5]1[CH:10]=[CH:9][CH:8]=[CH:7][C:6]=1[CH:11]1[O:15][N:14]=[C:13]([C:16]2[N:17]=[C:18]([CH:21]3[CH2:26][CH2:25][N:24](C(OC(C)(C)C)=O)[CH2:23][CH2:22]3)[S:19][CH:20]=2)[CH2:12]1)[C:2]#[CH:3].[ClH:34]. Product: [Cl-:34].[CH2:1]([O:4][C:5]1[CH:10]=[CH:9][CH:8]=[CH:7][C:6]=1[CH:11]1[O:15][N:14]=[C:13]([C:16]2[N:17]=[C:18]([CH:21]3[CH2:26][CH2:25][NH2+:24][CH2:23][CH2:22]3)[S:19][CH:20]=2)[CH2:12]1)[C:2]#[CH:3]. The catalyst class is: 12. (2) Reactant: [F:1][C:2]1[CH:7]=[C:6]([CH3:8])[C:5]([CH:9]2[C:13](=[O:14])[C:12](=[CH:15][CH:16]3[CH2:21][CH2:20][O:19][CH2:18][CH2:17]3)[CH2:11][C:10]2=[O:22])=[C:4]([CH3:23])[CH:3]=1.[H][H]. Product: [F:1][C:2]1[CH:3]=[C:4]([CH3:23])[C:5]([CH:9]2[C:13](=[O:14])[CH:12]([CH2:15][CH:16]3[CH2:21][CH2:20][O:19][CH2:18][CH2:17]3)[CH2:11][C:10]2=[O:22])=[C:6]([CH3:8])[CH:7]=1. The catalyst class is: 19. (3) Reactant: [Cl:1][C:2]1[CH:11]=[C:10]([Cl:12])[C:9]([N:13]2[CH:17]=[CH:16][CH:15]=[N:14]2)=[CH:8][C:3]=1[C:4](OC)=[O:5].[NH3:18]. Product: [Cl:1][C:2]1[CH:11]=[C:10]([Cl:12])[C:9]([N:13]2[CH:17]=[CH:16][CH:15]=[N:14]2)=[CH:8][C:3]=1[C:4]([NH2:18])=[O:5]. The catalyst class is: 5. (4) Reactant: [CH3:1][O:2][C:3]1[CH:4]=[C:5]([CH2:9][C:10]([CH:12]2[C:17](=O)[CH2:16][CH2:15][N:14]([C:19]([O:21][C:22]([CH3:25])([CH3:24])[CH3:23])=[O:20])[CH2:13]2)=O)[CH:6]=[CH:7][CH:8]=1.[N+]([O-])(O)=O.[N+]([O-])(O)=O.[CH3:34][O:35][C:36]1[CH:37]=[C:38]([NH:48][C:49]([NH2:51])=[NH:50])[CH:39]=[CH:40][C:41]=1[N:42]1[CH:46]=[C:45]([CH3:47])[N:44]=[CH:43]1.C(=O)([O-])[O-].[K+].[K+].C(Cl)Cl. Product: [CH3:34][O:35][C:36]1[CH:37]=[C:38]([NH:48][C:49]2[N:51]=[C:10]([CH2:9][C:5]3[CH:6]=[CH:7][CH:8]=[C:3]([O:2][CH3:1])[CH:4]=3)[C:12]3[CH2:13][N:14]([C:19]([O:21][C:22]([CH3:25])([CH3:24])[CH3:23])=[O:20])[CH2:15][CH2:16][C:17]=3[N:50]=2)[CH:39]=[CH:40][C:41]=1[N:42]1[CH:46]=[C:45]([CH3:47])[N:44]=[CH:43]1. The catalyst class is: 40. (5) Reactant: [NH2:1][C:2]1[CH:3]=[N:4][CH:5]=[CH:6][C:7]=1[N:8]1[CH2:13][C@H:12]([CH3:14])[CH2:11][C@H:10]([NH:15][C:16](=[O:22])[O:17][C:18]([CH3:21])([CH3:20])[CH3:19])[CH2:9]1.[CH2:23]([C:26]1[S:34][C:33]2[C:28](=[N:29][C:30]([C:35](O)=[O:36])=[CH:31][CH:32]=2)[CH:27]=1)[CH2:24][CH3:25].CCN(C(C)C)C(C)C.CN(C(ON1N=NC2C=CC=NC1=2)=[N+](C)C)C.F[P-](F)(F)(F)(F)F. The catalyst class is: 3. Product: [CH3:14][C@H:12]1[CH2:13][N:8]([C:7]2[CH:6]=[CH:5][N:4]=[CH:3][C:2]=2[NH:1][C:35]([C:30]2[N:29]=[C:28]3[CH:27]=[C:26]([CH2:23][CH2:24][CH3:25])[S:34][C:33]3=[CH:32][CH:31]=2)=[O:36])[CH2:9][C@@H:10]([NH:15][C:16](=[O:22])[O:17][C:18]([CH3:21])([CH3:20])[CH3:19])[CH2:11]1. (6) Reactant: [CH2:1]([O:8][C:9]1[CH:14]=[CH:13][C:12]([NH:15][C:16]2[C:21]([NH2:22])=[CH:20][CH:19]=[CH:18][N:17]=2)=[CH:11][CH:10]=1)[C:2]1[CH:7]=[CH:6][CH:5]=[CH:4][CH:3]=1.C1N=CN([C:28](N2C=NC=C2)=[O:29])C=1.C1CCN2C(=NCCC2)CC1. The catalyst class is: 1. Product: [CH2:1]([O:8][C:9]1[CH:14]=[CH:13][C:12]([N:15]2[C:16]3=[N:17][CH:18]=[CH:19][CH:20]=[C:21]3[NH:22][C:28]2=[O:29])=[CH:11][CH:10]=1)[C:2]1[CH:3]=[CH:4][CH:5]=[CH:6][CH:7]=1. (7) Reactant: [N:1]1[CH:6]=[CH:5][CH:4]=[C:3]([C:7]([C:9]2[CH:18]=[C:17]3[C:12]([CH:13]=[C:14]([C:23]([O:25]CC)=[O:24])[CH:15]([C:19]([F:22])([F:21])[F:20])[O:16]3)=[CH:11][CH:10]=2)=[O:8])[CH:2]=1.[OH-].[Na+]. Product: [N:1]1[CH:6]=[CH:5][CH:4]=[C:3]([C:7]([C:9]2[CH:18]=[C:17]3[C:12]([CH:13]=[C:14]([C:23]([OH:25])=[O:24])[CH:15]([C:19]([F:21])([F:22])[F:20])[O:16]3)=[CH:11][CH:10]=2)=[O:8])[CH:2]=1. The catalyst class is: 92. (8) Reactant: C([C@@H]1COC(=O)N1[C:14](=[O:36])[C@H:15]([O:31][C:32]([CH3:35])([CH3:34])[CH3:33])[C:16]1[C:17]([I:30])=[C:18]2[C:25]3[CH2:26][CH2:27][CH2:28][CH2:29][C:24]=3[S:23][C:19]2=[N:20][C:21]=1[CH3:22])C1C=CC=CC=1.O.[OH-].[Li+].OO.S([O-])([O-])=[O:43].[Na+].[Na+].Cl. Product: [O:31]([C@H:15]([C:16]1[C:17]([I:30])=[C:18]2[C:25]3[CH2:26][CH2:27][CH2:28][CH2:29][C:24]=3[S:23][C:19]2=[N:20][C:21]=1[CH3:22])[C:14]([OH:36])=[O:43])[C:32]([CH3:35])([CH3:34])[CH3:33]. The catalyst class is: 30. (9) Reactant: [F:1][C:2]1[CH:25]=[C:24]([N+:26]([O-:28])=[O:27])[CH:23]=[CH:22][C:3]=1[O:4][C:5]1[C:14]2[C:9](=[CH:10][C:11]([O:15][C:16]([CH3:21])([CH3:20])[C:17]([OH:19])=[O:18])=[CH:12][CH:13]=2)[N:8]=[CH:7][CH:6]=1.[CH3:29]CN=C=NCCCN(C)C.C1C=NC2N(O)N=NC=2C=1.CO. Product: [F:1][C:2]1[CH:25]=[C:24]([N+:26]([O-:28])=[O:27])[CH:23]=[CH:22][C:3]=1[O:4][C:5]1[C:14]2[C:9](=[CH:10][C:11]([O:15][C:16]([CH3:21])([CH3:20])[C:17]([O:19][CH3:29])=[O:18])=[CH:12][CH:13]=2)[N:8]=[CH:7][CH:6]=1. The catalyst class is: 2. (10) Reactant: [CH3:1][N:2]1[C:6]([S:7][C:8]2[CH:9]=[C:10]([CH:18]=[CH:19][CH:20]=2)[O:11][C@@H:12]([CH3:17])[C:13]([O:15]C)=[O:14])=[C:5]([CH:21]=[CH2:22])[C:4]([CH3:23])=[N:3]1.O.[OH-].[Li+].C(OCC)(=O)C. Product: [CH3:1][N:2]1[C:6]([S:7][C:8]2[CH:9]=[C:10]([CH:18]=[CH:19][CH:20]=2)[O:11][C@@H:12]([CH3:17])[C:13]([OH:15])=[O:14])=[C:5]([CH:21]=[CH2:22])[C:4]([CH3:23])=[N:3]1. The catalyst class is: 30.